Dataset: Catalyst prediction with 721,799 reactions and 888 catalyst types from USPTO. Task: Predict which catalyst facilitates the given reaction. (1) Reactant: [CH3:1][O:2][C:3]1[CH:8]=[CH:7][CH:6]=[CH:5][C:4]=1[NH:9][CH2:10][CH2:11][NH2:12].Cl[C:14]1[C:23]2[C:18](=[CH:19][C:20]([O:26][CH3:27])=[C:21]([O:24][CH3:25])[CH:22]=2)[N:17]=[C:16]([CH:28]2[CH2:30][CH2:29]2)[N:15]=1.C([O-])([O-])=O.[K+].[K+]. Product: [CH:28]1([C:16]2[N:15]=[CH:14][C:23]3[C:18](=[CH:19][C:20]([O:26][CH3:27])=[C:21]([O:24][CH3:25])[C:22]=3[NH:12][CH2:11][CH2:10][NH:9][C:4]3[CH:5]=[CH:6][CH:7]=[CH:8][C:3]=3[O:2][CH3:1])[N:17]=2)[CH2:30][CH2:29]1. The catalyst class is: 18. (2) Reactant: [NH2:1][CH2:2][C:3]1[CH:4]=[C:5]([C:9]2[CH:10]=[C:11]3[C:16]([NH:17][C@H:18]([CH3:23])[C:19]([F:22])([CH3:21])[CH3:20])=[C:15]([C:24]([NH2:26])=[O:25])[CH:14]=[N:13][N:12]3[CH:27]=2)[CH:6]=[CH:7][CH:8]=1.[CH:28]1([C:31](O)=[O:32])[CH2:30][CH2:29]1.C(N(CC)CC)C.F[P-](F)(F)(F)(F)F.N1(O[P+](N(C)C)(N(C)C)N(C)C)C2C=CC=CC=2N=N1. Product: [CH:28]1([C:31]([NH:1][CH2:2][C:3]2[CH:4]=[C:5]([C:9]3[CH:10]=[C:11]4[C:16]([NH:17][C@H:18]([CH3:23])[C:19]([F:22])([CH3:21])[CH3:20])=[C:15]([C:24]([NH2:26])=[O:25])[CH:14]=[N:13][N:12]4[CH:27]=3)[CH:6]=[CH:7][CH:8]=2)=[O:32])[CH2:30][CH2:29]1. The catalyst class is: 3.